Dataset: Forward reaction prediction with 1.9M reactions from USPTO patents (1976-2016). Task: Predict the product of the given reaction. (1) Given the reactants [NH2:1][C:2]([C:4]1[N:5]=[C:6]([CH:9]([CH2:15][C:16]2[CH:21]=[CH:20][C:19]([O:22][CH2:23][CH2:24][C:25]3[CH:30]=[CH:29][CH:28]=[C:27]([NH:31][CH3:32])[N:26]=3)=[CH:18][CH:17]=2)[CH2:10][C:11]([O:13]C)=[O:12])[O:7][CH:8]=1)=[O:3].C(OC(C1N=C(C(CC2C=CC(OCCC3C=CC=C(NC)N=3)=CC=2)CC(OC)=O)OC=1)=O)C1C=CC=CC=1, predict the reaction product. The product is: [NH2:1][C:2]([C:4]1[N:5]=[C:6]([CH:9]([CH2:15][C:16]2[CH:17]=[CH:18][C:19]([O:22][CH2:23][CH2:24][C:25]3[CH:30]=[CH:29][CH:28]=[C:27]([NH:31][CH3:32])[N:26]=3)=[CH:20][CH:21]=2)[CH2:10][C:11]([OH:13])=[O:12])[O:7][CH:8]=1)=[O:3]. (2) Given the reactants [CH3:1][O:2][C:3]1[CH:23]=[CH:22][C:21]([O:24][CH3:25])=[CH:20][C:4]=1[CH2:5][CH:6]1[C:15]2[C:10](=[C:11]([O:18][CH3:19])[CH:12]=[CH:13][C:14]=2[O:16][CH3:17])[CH2:9][CH2:8][NH:7]1.Br[CH2:27][C:28](Br)=[O:29].[NH2:31][C@@H:32]1[C:40]2[C:35](=[CH:36][CH:37]=[CH:38][CH:39]=2)[CH2:34][C@@H:33]1[OH:41], predict the reaction product. The product is: [CH3:1][O:2][C:3]1[CH:23]=[CH:22][C:21]([O:24][CH3:25])=[CH:20][C:4]=1[CH2:5][CH:6]1[C:15]2[C:10](=[C:11]([O:18][CH3:19])[CH:12]=[CH:13][C:14]=2[O:16][CH3:17])[CH2:9][CH2:8][N:7]1[CH2:27][C:28]([NH:31][C@@H:32]1[C:40]2[C:35](=[CH:36][CH:37]=[CH:38][CH:39]=2)[CH2:34][C@@H:33]1[OH:41])=[O:29]. (3) Given the reactants Cl[C:2]1[C:7]([C:8]2[CH:13]=[CH:12][N:11]=[C:10]([NH:14][C:15]3[CH:20]=[CH:19][C:18]([N:21]4[CH2:26][CH2:25][N:24]([CH3:27])[CH2:23][CH2:22]4)=[CH:17][CH:16]=3)[N:9]=2)=[CH:6][CH:5]=[CH:4][N:3]=1.[OH:28][C:29]1[CH:34]=[CH:33][C:32]([NH:35][C:36](=[O:47])[C:37]2[CH:42]=[CH:41][CH:40]=[C:39]([C:43]([F:46])([F:45])[F:44])[CH:38]=2)=[CH:31][C:30]=1[CH3:48].C([O-])([O-])=O.[Cs+].[Cs+], predict the reaction product. The product is: [CH3:48][C:30]1[CH:31]=[C:32]([NH:35][C:36](=[O:47])[C:37]2[CH:42]=[CH:41][CH:40]=[C:39]([C:43]([F:44])([F:45])[F:46])[CH:38]=2)[CH:33]=[CH:34][C:29]=1[O:28][C:2]1[C:7]([C:8]2[CH:13]=[CH:12][N:11]=[C:10]([NH:14][C:15]3[CH:20]=[CH:19][C:18]([N:21]4[CH2:26][CH2:25][N:24]([CH3:27])[CH2:23][CH2:22]4)=[CH:17][CH:16]=3)[N:9]=2)=[CH:6][CH:5]=[CH:4][N:3]=1. (4) Given the reactants [NH2:1][OH:2].[F:3][C:4]1[CH:5]=[CH:6][C:7]([O:12][CH3:13])=[C:8]([CH:11]=1)[C:9]#[N:10], predict the reaction product. The product is: [F:3][C:4]1[CH:5]=[CH:6][C:7]([O:12][CH3:13])=[C:8]([C:9](=[N:1][OH:2])[NH2:10])[CH:11]=1. (5) Given the reactants [CH3:1][N:2]([CH3:32])[C:3]1([C:25]2[CH:30]=[CH:29][C:28]([F:31])=[CH:27][CH:26]=2)[CH2:8][CH2:7][C:6](=[CH:9][C:10]([NH:12][CH:13]([CH3:24])[CH2:14][C:15]2[C:23]3[C:18](=[CH:19][CH:20]=[CH:21][CH:22]=3)[NH:17][CH:16]=2)=[O:11])[CH2:5][CH2:4]1.[Cl:33][Si](C)(C)C, predict the reaction product. The product is: [ClH:33].[CH3:32][N:2]([CH3:1])[C:3]1([C:25]2[CH:30]=[CH:29][C:28]([F:31])=[CH:27][CH:26]=2)[CH2:8][CH2:7][C:6](=[CH:9][C:10]([NH:12][CH:13]([CH3:24])[CH2:14][C:15]2[C:23]3[C:18](=[CH:19][CH:20]=[CH:21][CH:22]=3)[NH:17][CH:16]=2)=[O:11])[CH2:5][CH2:4]1. (6) Given the reactants [CH2:1]([C@@H:3]1[CH2:7][C@H:6]([CH2:8][CH2:9]OS(C)(=O)=O)[CH2:5][C@@H:4]1[C:15]([O:17][CH2:18][CH3:19])=[O:16])[CH3:2].[C-:20]#[N:21].[Na+].O, predict the reaction product. The product is: [C:20]([CH2:9][CH2:8][CH:6]1[CH2:5][CH:4]([C:15]([O:17][CH2:18][CH3:19])=[O:16])[CH:3]([CH2:1][CH3:2])[CH2:7]1)#[N:21]. (7) Given the reactants C(OC([N:8]1[CH2:14][CH2:13][CH2:12][N:11]([C:15]2[N:23]([CH2:24][CH:25]=[C:26]([CH3:28])[CH3:27])[C:22]3[C:21](=[O:29])[N:20]([CH2:30][C:31]4[C:36]([C:37](=[O:41])[NH:38][CH2:39][CH3:40])=[CH:35][CH:34]=[CH:33][N:32]=4)[C:19](=[O:42])[N:18]([CH3:43])[C:17]=3[C:16]=2[C:44]#[N:45])[CH2:10][CH2:9]1)=O)(C)(C)C.FC(F)(F)C(O)=O, predict the reaction product. The product is: [C:44]([C:16]1[C:17]2[N:18]([CH3:43])[C:19](=[O:42])[N:20]([CH2:30][C:31]3[N:32]=[CH:33][CH:34]=[CH:35][C:36]=3[C:37]([NH:38][CH2:39][CH3:40])=[O:41])[C:21](=[O:29])[C:22]=2[N:23]([CH2:24][CH:25]=[C:26]([CH3:27])[CH3:28])[C:15]=1[N:11]1[CH2:12][CH2:13][CH2:14][NH:8][CH2:9][CH2:10]1)#[N:45].